The task is: Predict which catalyst facilitates the given reaction.. This data is from Catalyst prediction with 721,799 reactions and 888 catalyst types from USPTO. Reactant: Br[C:2]1[CH:3]=[C:4]([N:9]2[CH2:14][CH2:13][CH2:12][N:11]([CH3:15])[S:10]2(=[O:17])=[O:16])[C:5]([CH3:8])=[N:6][CH:7]=1.[B:18]1([B:18]2[O:22][C:21]([CH3:24])([CH3:23])[C:20]([CH3:26])([CH3:25])[O:19]2)[O:22][C:21]([CH3:24])([CH3:23])[C:20]([CH3:26])([CH3:25])[O:19]1.C(Cl)Cl.C([O-])(=O)C.[K+]. Product: [CH3:15][N:11]1[CH2:12][CH2:13][CH2:14][N:9]([C:4]2[C:5]([CH3:8])=[N:6][CH:7]=[C:2]([B:18]3[O:22][C:21]([CH3:24])([CH3:23])[C:20]([CH3:26])([CH3:25])[O:19]3)[CH:3]=2)[S:10]1(=[O:17])=[O:16]. The catalyst class is: 75.